From a dataset of Full USPTO retrosynthesis dataset with 1.9M reactions from patents (1976-2016). Predict the reactants needed to synthesize the given product. (1) Given the product [OH:12][C:9]1([CH2:8][CH2:7][CH2:6][O:5][C:14]2[CH:23]=[C:22]3[C:17]([C:18]([O:24][C:25]4[CH:30]=[CH:29][C:28]([N:31]([C:40]5[CH:45]=[CH:44][CH:43]=[CH:42][CH:41]=5)[C:32]([C:34]5([C:37]([NH2:39])=[O:38])[CH2:35][CH2:36]5)=[O:33])=[CH:27][C:26]=4[F:46])=[CH:19][CH:20]=[N:21]3)=[CH:16][CH:15]=2)[CH2:11][CH2:10]1, predict the reactants needed to synthesize it. The reactants are: CS([O:5][CH2:6][CH2:7][CH2:8][C:9]1([OH:12])[CH2:11][CH2:10]1)(=O)=O.O[C:14]1[CH:23]=[C:22]2[C:17]([C:18]([O:24][C:25]3[CH:30]=[CH:29][C:28]([N:31]([C:40]4[CH:45]=[CH:44][CH:43]=[CH:42][CH:41]=4)[C:32]([C:34]4([C:37]([NH2:39])=[O:38])[CH2:36][CH2:35]4)=[O:33])=[CH:27][C:26]=3[F:46])=[CH:19][CH:20]=[N:21]2)=[CH:16][CH:15]=1.C(=O)([O-])[O-].[Cs+].[Cs+]. (2) Given the product [C:16]1([NH:22][C:23]2[O:1][C:2]3[CH:3]=[C:4]([CH2:11][C:12]([O:14][CH3:15])=[O:13])[CH:5]=[CH:6][C:7]=3[N:8]=2)[CH:21]=[CH:20][CH:19]=[CH:18][CH:17]=1, predict the reactants needed to synthesize it. The reactants are: [OH:1][C:2]1[CH:3]=[C:4]([CH2:11][C:12]([O:14][CH3:15])=[O:13])[CH:5]=[CH:6][C:7]=1[N+:8]([O-])=O.[C:16]1([N:22]=[C:23]=S)[CH:21]=[CH:20][CH:19]=[CH:18][CH:17]=1.